Task: Predict the product of the given reaction.. Dataset: Forward reaction prediction with 1.9M reactions from USPTO patents (1976-2016) (1) Given the reactants [C:1]([O:4][CH:5]1[C@@H:9]([O:10][C:11](=[O:13])[CH3:12])[C@H:8]([N:14]2[C:18]3[N:19]=[CH:20][N:21]=[C:22]([NH:23][CH2:24][CH:25]=[C:26](C)C)[C:17]=3[C:16]([C:29]#[N:30])=[CH:15]2)[O:7][CH:6]1[CH2:31][O:32][C:33](=[O:35])[CH3:34])(=[O:3])[CH3:2].C(N)CC(C)C.C(N)C#C.Cl.CC(C)=CCN, predict the reaction product. The product is: [C:1]([O:4][CH:5]1[C@@H:9]([O:10][C:11](=[O:13])[CH3:12])[C@H:8]([N:14]2[C:18]3[N:19]=[CH:20][N:21]=[C:22]([NH:23][CH2:24][C:25]#[CH:26])[C:17]=3[C:16]([C:29]#[N:30])=[CH:15]2)[O:7][CH:6]1[CH2:31][O:32][C:33](=[O:35])[CH3:34])(=[O:3])[CH3:2]. (2) Given the reactants [F:1][C:2]1[CH:10]=[CH:9][C:8]2[NH:7][C:6]3[CH:11]=[CH:12][NH:13][C:14](=[O:15])[C:5]=3[C:4]=2[CH:3]=1.Cl[CH2:17][C:18]1[CH:23]=[CH:22][C:21]([O:24][CH3:25])=[CH:20][CH:19]=1.[H-].[Na+], predict the reaction product. The product is: [F:1][C:2]1[CH:10]=[CH:9][C:8]2[N:7]([CH2:17][C:18]3[CH:23]=[CH:22][C:21]([O:24][CH3:25])=[CH:20][CH:19]=3)[C:6]3[CH:11]=[CH:12][NH:13][C:14](=[O:15])[C:5]=3[C:4]=2[CH:3]=1. (3) Given the reactants [NH2:1][C:2]1[CH:3]=[C:4]([CH:8]=[C:9]([Br:11])[CH:10]=1)[C:5]([OH:7])=O.[CH3:12][O:13][CH2:14][CH2:15][NH2:16].C(N(CC)CC)C.C(P1(=O)OP(CCC)(=O)OP(CCC)(=O)O1)CC.CCOC(C)=O, predict the reaction product. The product is: [NH2:1][C:2]1[CH:3]=[C:4]([CH:8]=[C:9]([Br:11])[CH:10]=1)[C:5]([NH:16][CH2:15][CH2:14][O:13][CH3:12])=[O:7]. (4) Given the reactants [CH:1]1[N:2]=[CH:3][N:4]2[C:9]=1[CH2:8][CH2:7][NH:6][C:5]2=[O:10].[CH2:11]([Br:13])[CH3:12], predict the reaction product. The product is: [Br-:13].[CH2:11]([N+:2]1[CH:1]=[C:9]2[N:4]([C:5](=[O:10])[NH:6][CH2:7][CH2:8]2)[CH:3]=1)[CH3:12]. (5) Given the reactants Br[CH2:2][C:3]([C:5]1[CH:10]=[CH:9][CH:8]=[C:7]([C:11]([F:14])([F:13])[F:12])[CH:6]=1)=O.[NH2:15][C:16]([NH2:18])=[S:17], predict the reaction product. The product is: [F:12][C:11]([F:14])([F:13])[C:7]1[CH:6]=[C:5]([C:3]2[S:17][C:16]([NH2:18])=[N:15][CH:2]=2)[CH:10]=[CH:9][CH:8]=1. (6) The product is: [Cl:1][C:2]1[CH:3]=[C:4]([CH:11]=[O:12])[C:5]2[O:10][CH:19]([C:18]([F:17])([F:27])[F:26])[C:20]([C:21]([O:23][CH2:24][CH3:25])=[O:22])=[CH:7][C:6]=2[CH:9]=1. Given the reactants [Cl:1][C:2]1[CH:9]=[C:6]([CH:7]=O)[C:5]([OH:10])=[C:4]([CH:11]=[O:12])[CH:3]=1.CS(C)=O.[F:17][C:18]([F:27])([F:26])/[CH:19]=[CH:20]/[C:21]([O:23][CH2:24][CH3:25])=[O:22].C(N(CC)CC)C, predict the reaction product. (7) The product is: [NH2:1][C:2]1[CH:7]=[CH:6][C:5]([O:8][CH:9]2[CH2:10][CH2:32][CH2:11][CH2:12]2)=[CH:4][C:3]=1[C:13]1[CH:14]=[C:15]([CH:29]=[CH:30][N:31]=1)[C:16]([NH:18][C@@H:19]1[C:28]2[C:23](=[CH:24][CH:25]=[CH:26][CH:27]=2)[CH2:22][CH2:21][CH2:20]1)=[O:17]. Given the reactants [NH2:1][C:2]1[CH:7]=[CH:6][C:5]([O:8][CH:9]2[CH2:12][CH2:11][CH2:10]2)=[CH:4][C:3]=1[C:13]1[CH:14]=[C:15]([CH:29]=[CH:30][N:31]=1)[C:16]([NH:18][C@@H:19]1[C:28]2[C:23](=[CH:24][CH:25]=[CH:26][CH:27]=2)[CH2:22][CH2:21][CH2:20]1)=[O:17].[CH:32]1(O)CCCC1, predict the reaction product.